From a dataset of Full USPTO retrosynthesis dataset with 1.9M reactions from patents (1976-2016). Predict the reactants needed to synthesize the given product. (1) Given the product [Cl:50][C:23]1[C:24]([CH2:29][O:30][C:31]2[CH:32]=[CH:33][CH:34]=[C:35]3[C:40]=2[N:39]=[C:38]([CH3:41])[CH:37]=[C:36]3[O:42][CH2:43][C:44]2[CH:49]=[CH:48][CH:47]=[CH:46][N:45]=2)=[C:25]([Cl:28])[CH:26]=[CH:27][C:22]=1[N:20]([CH3:21])[C:18](=[O:19])[CH2:17][NH:16][C:13](=[O:15])[CH2:12][CH2:11][C:8]1[CH:7]=[CH:6][C:5]([C:3]([NH:2][CH3:1])=[O:4])=[CH:10][CH:9]=1, predict the reactants needed to synthesize it. The reactants are: [CH3:1][NH:2][C:3]([C:5]1[CH:10]=[CH:9][C:8]([CH2:11][CH2:12][C:13]([OH:15])=O)=[CH:7][CH:6]=1)=[O:4].[NH2:16][CH2:17][C:18]([N:20]([C:22]1[CH:27]=[CH:26][C:25]([Cl:28])=[C:24]([CH2:29][O:30][C:31]2[CH:32]=[CH:33][CH:34]=[C:35]3[C:40]=2[N:39]=[C:38]([CH3:41])[CH:37]=[C:36]3[O:42][CH2:43][C:44]2[CH:49]=[CH:48][CH:47]=[CH:46][N:45]=2)[C:23]=1[Cl:50])[CH3:21])=[O:19].ClC1C(COC2C3N=C(OC)N(CC4C=CC=CN=4)C=3C=CC=2)=C(Cl)C=CC=1N(C)C(=O)CNC(=O)CCC1C=CC(C(NCCOC)=O)=CC=1. (2) Given the product [Cl:1][C:2]1[C:3]([O:29][C:20]2[CH:21]=[CH:22][C:23]([O:24][C:25]([F:26])([F:27])[F:28])=[C:18]([Cl:17])[CH:19]=2)=[CH:4][C:5]([F:15])=[C:6]([CH:14]=1)[C:7]([O:9][C:10]([CH3:13])([CH3:12])[CH3:11])=[O:8], predict the reactants needed to synthesize it. The reactants are: [Cl:1][C:2]1[C:3](F)=[CH:4][C:5]([F:15])=[C:6]([CH:14]=1)[C:7]([O:9][C:10]([CH3:13])([CH3:12])[CH3:11])=[O:8].[Cl:17][C:18]1[CH:19]=[C:20]([OH:29])[CH:21]=[CH:22][C:23]=1[O:24][C:25]([F:28])([F:27])[F:26].C(=O)([O-])[O-].[K+].[K+]. (3) Given the product [C:52]([N:6]1[CH2:5][C:4]([CH2:3][C:1]#[N:2])([N:15]2[CH:19]=[C:18]([C:20]3[CH:21]=[C:22]4[C:27](=[CH:28][N:29]=3)[CH2:26][N:25]([C:30]3[C:31]([F:41])=[C:32]([O:39][CH3:40])[CH:33]=[C:34]([O:37][CH3:38])[C:35]=3[F:36])[C:24](=[O:42])[C:23]34[CH2:44][CH2:43]3)[CH:17]=[N:16]2)[CH2:7]1)(=[O:54])[CH3:53], predict the reactants needed to synthesize it. The reactants are: [C:1]([CH2:3][C:4]1([N:15]2[CH:19]=[C:18]([C:20]3[CH:21]=[C:22]4[C:27](=[CH:28][N:29]=3)[CH2:26][N:25]([C:30]3[C:35]([F:36])=[C:34]([O:37][CH3:38])[CH:33]=[C:32]([O:39][CH3:40])[C:31]=3[F:41])[C:24](=[O:42])[C:23]34[CH2:44][CH2:43]3)[CH:17]=[N:16]2)[CH2:7][N:6](C(OC(C)(C)C)=O)[CH2:5]1)#[N:2].C(N(CC)CC)C.[C:52](Cl)(=[O:54])[CH3:53]. (4) Given the product [N:21]1([C:26]2[CH:32]=[CH:31][C:29]([NH:30][C:6]3[N:7]=[C:8]([CH3:20])[C:9]4[CH:15]=[C:14]([Br:16])[C:13](=[O:17])[N:12]([CH2:18][CH3:19])[C:10]=4[N:11]=3)=[CH:28][CH:27]=2)[CH:25]=[CH:24][N:23]=[CH:22]1, predict the reactants needed to synthesize it. The reactants are: CS(C)=O.Br[C:6]1[N:7]=[C:8]([CH3:20])[C:9]2[CH:15]=[C:14]([Br:16])[C:13](=[O:17])[N:12]([CH2:18][CH3:19])[C:10]=2[N:11]=1.[N:21]1([C:26]2[CH:32]=[CH:31][C:29]([NH2:30])=[CH:28][CH:27]=2)[CH:25]=[CH:24][N:23]=[CH:22]1. (5) Given the product [CH3:1][C:2]1[C:7]([CH:8]=[O:9])=[C:6]([C:10]2[CH:11]=[CH:12][C:13]([CH3:16])=[CH:14][CH:15]=2)[N:5]2[N:17]=[CH:18][CH:19]=[C:4]2[N:3]=1, predict the reactants needed to synthesize it. The reactants are: [CH3:1][C:2]1[C:7]([CH2:8][OH:9])=[C:6]([C:10]2[CH:15]=[CH:14][C:13]([CH3:16])=[CH:12][CH:11]=2)[N:5]2[N:17]=[CH:18][CH:19]=[C:4]2[N:3]=1.C1C=C[NH+]=CC=1.[O-][Cr](Cl)(=O)=O. (6) The reactants are: Cl[CH2:2][C:3]1[CH:8]=[CH:7][CH:6]=[CH:5][N:4]=1.[OH:9][CH2:10][C:11]([NH:13][CH2:14][C@H:15]([O:17][C:18]1[CH:27]=[CH:26][CH:25]=[C:24]2[C:19]=1[C:20]([NH:28][C:29]1[CH:34]=[CH:33][C:32]([OH:35])=[C:31]([CH3:36])[CH:30]=1)=[N:21][CH:22]=[N:23]2)[CH3:16])=[O:12]. Given the product [OH:9][CH2:10][C:11]([NH:13][CH2:14][C@H:15]([O:17][C:18]1[CH:27]=[CH:26][CH:25]=[C:24]2[C:19]=1[C:20]([NH:28][C:29]1[CH:34]=[CH:33][C:32]([O:35][CH2:2][C:3]3[CH:8]=[CH:7][CH:6]=[CH:5][N:4]=3)=[C:31]([CH3:36])[CH:30]=1)=[N:21][CH:22]=[N:23]2)[CH3:16])=[O:12], predict the reactants needed to synthesize it.